Dataset: Catalyst prediction with 721,799 reactions and 888 catalyst types from USPTO. Task: Predict which catalyst facilitates the given reaction. (1) Reactant: [C:9](O[C:9]([O:11][C:12]([CH3:15])([CH3:14])[CH3:13])=[O:10])([O:11][C:12]([CH3:15])([CH3:14])[CH3:13])=[O:10].[Br:16][C:17]1[CH:30]=[CH:29][CH:28]=[C:27]2[C:18]=1[S:19][C:20]1[CH:21]=[CH:22][C:23]([NH2:31])=[CH:24][C:25]=1[S:26]2. Product: [C:12]([O:11][C:9](=[O:10])[NH:31][C:23]1[CH:22]=[CH:21][C:20]2[S:19][C:18]3[C:27](=[CH:28][CH:29]=[CH:30][C:17]=3[Br:16])[S:26][C:25]=2[CH:24]=1)([CH3:13])([CH3:14])[CH3:15]. The catalyst class is: 1. (2) Reactant: [CH3:1][C:2]1[O:6][N:5]=[C:4]([C:7]2[CH:12]=[CH:11][CH:10]=[CH:9][CH:8]=2)[C:3]=1[C:13]1[CH:18]=[CH:17][C:16]([OH:19])=[CH:15][CH:14]=1.[H-].[Na+].Br[CH2:23][CH2:24][O:25][CH:26]1[CH2:31][CH2:30][CH2:29][CH2:28][O:27]1.C(OCC)(=O)C. Product: [CH3:1][C:2]1[O:6][N:5]=[C:4]([C:7]2[CH:8]=[CH:9][CH:10]=[CH:11][CH:12]=2)[C:3]=1[C:13]1[CH:14]=[CH:15][C:16]([O:19][CH2:23][CH2:24][O:25][CH:26]2[CH2:31][CH2:30][CH2:29][CH2:28][O:27]2)=[CH:17][CH:18]=1. The catalyst class is: 3. (3) Reactant: [CH2:1]([O:8][CH2:9][C@@H:10]([OH:15])[CH2:11][CH2:12][CH:13]=[CH2:14])[C:2]1[CH:7]=[CH:6][CH:5]=[CH:4][CH:3]=1.[H-].[Na+].[CH3:18]I. Product: [CH3:18][O:15][C@@H:10]([CH2:11][CH2:12][CH:13]=[CH2:14])[CH2:9][O:8][CH2:1][C:2]1[CH:7]=[CH:6][CH:5]=[CH:4][CH:3]=1. The catalyst class is: 3. (4) Reactant: [H-].[H-].[H-].[H-].[Li+].[Al+3].[F:7][C:8]1[CH:9]=[C:10]2[C:15](=O)[O:14][C:12](=[O:13])[C:11]2=[CH:17][C:18]=1[F:19].[OH-].[Na+].O. Product: [F:7][C:8]1[CH:9]=[C:10]([CH2:15][OH:14])[C:11]([CH2:12][OH:13])=[CH:17][C:18]=1[F:19]. The catalyst class is: 1.